From a dataset of Catalyst prediction with 721,799 reactions and 888 catalyst types from USPTO. Predict which catalyst facilitates the given reaction. (1) Reactant: C[O:2][C:3]([NH:5][C:6]1[CH:11]=[CH:10][CH:9]=[CH:8][C:7]=1[CH2:12][C:13]([NH:15][CH:16]1[CH2:21][CH2:20][N:19]([CH2:22][C:23]2[CH:28]=[CH:27][CH:26]=[CH:25][CH:24]=2)[CH2:18][CH2:17]1)=O)=O.[H-].C([Al+]CC(C)C)C(C)C.Cl.[OH-].[Na+]. Product: [C:23]1([CH2:22][N:19]2[CH2:18][CH2:17][CH:16]([N:15]3[CH2:13][CH2:12][C:7]4[CH:8]=[CH:9][CH:10]=[CH:11][C:6]=4[NH:5][C:3]3=[O:2])[CH2:21][CH2:20]2)[CH:24]=[CH:25][CH:26]=[CH:27][CH:28]=1. The catalyst class is: 11. (2) Reactant: [CH:1]1([S:7]([CH2:10][C:11]2[N:12]=[C:13]([C:17]3[CH:26]=[CH:25][C:20]([C:21]([O:23]C)=[O:22])=[CH:19][CH:18]=3)[O:14][C:15]=2[CH3:16])(=[O:9])=[O:8])[CH2:6][CH2:5][CH2:4][CH2:3][CH2:2]1.O. Product: [CH:1]1([S:7]([CH2:10][C:11]2[N:12]=[C:13]([C:17]3[CH:18]=[CH:19][C:20]([C:21]([OH:23])=[O:22])=[CH:25][CH:26]=3)[O:14][C:15]=2[CH3:16])(=[O:9])=[O:8])[CH2:2][CH2:3][CH2:4][CH2:5][CH2:6]1. The catalyst class is: 33. (3) Reactant: [CH3:1][O:2][C:3](=[O:14])[C:4]1[CH:9]=[CH:8][C:7]([N+:10]([O-:12])=[O:11])=[C:6](F)[CH:5]=1.[N:15]1([CH2:20][CH2:21][NH2:22])[CH2:19][CH2:18][CH2:17][CH2:16]1. Product: [CH3:1][O:2][C:3](=[O:14])[C:4]1[CH:9]=[CH:8][C:7]([N+:10]([O-:12])=[O:11])=[C:6]([NH:22][CH2:21][CH2:20][N:15]2[CH2:19][CH2:18][CH2:17][CH2:16]2)[CH:5]=1. The catalyst class is: 191. (4) The catalyst class is: 5. Reactant: [C:1]([C:5]1[CH:12]=[CH:11][C:8]([CH:9]=O)=[CH:7][CH:6]=1)([CH3:4])([CH3:3])[CH3:2].Cl.[F:14][C:15](F)([F:26])[O:16][C:17]1[CH:18]=[C:19]([CH2:23][CH2:24][NH2:25])[CH:20]=[CH:21][CH:22]=1.C(=O)([O-])[O-].[K+].[K+].[BH4-].[Na+].Cl. Product: [C:1]([C:5]1[CH:12]=[CH:11][C:8]([CH2:9][NH:25][CH2:24][CH2:23][C:19]2[CH:20]=[CH:21][CH:22]=[C:17]([O:16][CH:15]([F:14])[F:26])[CH:18]=2)=[CH:7][CH:6]=1)([CH3:4])([CH3:3])[CH3:2]. (5) Reactant: [Br:1][C:2]1[CH:3]=[C:4]([CH:8]([CH2:13][CH2:14][N+:15]([O-])=O)[C:9]([O:11][CH3:12])=[O:10])[CH:5]=[CH:6][CH:7]=1.[BH4-].[Na+]. Product: [NH2:15][CH2:14][CH2:13][CH:8]([C:4]1[CH:5]=[CH:6][CH:7]=[C:2]([Br:1])[CH:3]=1)[C:9]([O:11][CH3:12])=[O:10]. The catalyst class is: 5. (6) Product: [CH3:15][N:16]([C:2]1[CH:7]=[CH:6][C:5]([C:8]([F:11])([F:10])[F:9])=[CH:4][C:3]=1[N+:12]([O-:14])=[O:13])[CH:17]1[CH2:22][CH2:21][N:20]([CH3:23])[CH2:19][CH2:18]1. Reactant: F[C:2]1[CH:7]=[CH:6][C:5]([C:8]([F:11])([F:10])[F:9])=[CH:4][C:3]=1[N+:12]([O-:14])=[O:13].[CH3:15][NH:16][CH:17]1[CH2:22][CH2:21][N:20]([CH3:23])[CH2:19][CH2:18]1.C([O-])(O)=O.[Na+]. The catalyst class is: 1.